Predict the reactants needed to synthesize the given product. From a dataset of Full USPTO retrosynthesis dataset with 1.9M reactions from patents (1976-2016). (1) Given the product [NH2:1][C:4]1[CH:5]=[CH:6][C:7]([CH2:10][CH2:11][CH2:12][OH:13])=[CH:8][CH:9]=1, predict the reactants needed to synthesize it. The reactants are: [N+:1]([C:4]1[CH:9]=[CH:8][C:7](/[CH:10]=[CH:11]/[CH2:12][OH:13])=[CH:6][CH:5]=1)([O-])=O. (2) Given the product [CH3:8][N:7]1[CH:2]([CH3:1])[CH2:3][NH:4][CH2:5][C:6]1=[O:9], predict the reactants needed to synthesize it. The reactants are: [CH3:1][CH:2]1[N:7]([CH3:8])[C:6](=[O:9])[CH2:5][N:4](C(OCC2C=CC=CC=2)=O)[CH2:3]1. (3) Given the product [Si:1]([O:8][CH2:9][CH2:10][C:11]1[CH:16]=[CH:15][C:14]([Cl:17])=[CH:13][C:12]=1[C:18]([C:20]1[CH:24]=[C:23]([CH:25]2[O:29][CH2:28][CH2:27][O:26]2)[S:22][C:21]=1[CH3:30])=[O:19])([C:4]([CH3:7])([CH3:6])[CH3:5])([CH3:2])[CH3:3], predict the reactants needed to synthesize it. The reactants are: [Si:1]([O:8][CH2:9][CH2:10][C:11]1[CH:16]=[CH:15][C:14]([Cl:17])=[CH:13][C:12]=1[CH:18]([C:20]1[CH:24]=[C:23]([CH:25]2[O:29][CH2:28][CH2:27][O:26]2)[S:22][C:21]=1[CH3:30])[OH:19])([C:4]([CH3:7])([CH3:6])[CH3:5])([CH3:3])[CH3:2]. (4) Given the product [CH3:1][O:2][C:3](=[O:12])[CH2:4][C:5]1[CH:10]=[CH:9][CH:8]=[CH:7][C:6]=1[C:17]#[CH:18], predict the reactants needed to synthesize it. The reactants are: [CH3:1][O:2][C:3](=[O:12])[CH2:4][C:5]1[CH:10]=[CH:9][CH:8]=[CH:7][C:6]=1I.C[Si]([C:17]#[CH:18])(C)C. (5) The reactants are: [CH:1](=[N:8][OH:9])[C:2]1[CH:7]=[CH:6][CH:5]=[CH:4][CH:3]=1.N1C=CC=CC=1.[Cl:16]N1C(=O)CCC1=O.[Na+].[Cl-]. Given the product [Cl:16][C:1](=[N:8][OH:9])[C:2]1[CH:7]=[CH:6][CH:5]=[CH:4][CH:3]=1, predict the reactants needed to synthesize it.